From a dataset of Catalyst prediction with 721,799 reactions and 888 catalyst types from USPTO. Predict which catalyst facilitates the given reaction. (1) Reactant: [NH2:1][CH2:2][CH2:3][O:4][C:5]1[N:6]=[C:7]2[C:12](=[CH:13][CH:14]=1)[N:11]=[CH:10][C:9]([F:15])=[C:8]2[CH2:16][CH2:17][C:18]12[CH2:25][CH2:24][C:21]([NH:26][C:27](=[O:33])[O:28][C:29]([CH3:32])([CH3:31])[CH3:30])([CH2:22][CH2:23]1)[CH2:20][O:19]2.Cl[C:35]([O:37][CH2:38][C:39]1[CH:44]=[CH:43][CH:42]=[CH:41][CH:40]=1)=[O:36]. Product: [CH2:38]([O:37][C:35]([NH:1][CH2:2][CH2:3][O:4][C:5]1[N:6]=[C:7]2[C:12](=[CH:13][CH:14]=1)[N:11]=[CH:10][C:9]([F:15])=[C:8]2[CH2:16][CH2:17][C:18]12[CH2:23][CH2:22][C:21]([NH:26][C:27](=[O:33])[O:28][C:29]([CH3:30])([CH3:32])[CH3:31])([CH2:24][CH2:25]1)[CH2:20][O:19]2)=[O:36])[C:39]1[CH:44]=[CH:43][CH:42]=[CH:41][CH:40]=1. The catalyst class is: 685. (2) Reactant: CCN(CC)CC.[CH:8]1([N:14]2[CH2:18][CH2:17][CH:16]([CH2:19][C:20]3[CH:29]=[CH:28][C:27]4[C:22](=[CH:23][C:24]([OH:30])=[CH:25][CH:26]=4)[CH:21]=3)[C:15]2=[O:31])[CH2:13][CH2:12][CH2:11][CH2:10][CH2:9]1.C1C=CC(N([S:39]([C:42]([F:45])([F:44])[F:43])(=[O:41])=[O:40])[S:39]([C:42]([F:45])([F:44])[F:43])(=[O:41])=[O:40])=CC=1. Product: [F:43][C:42]([F:45])([F:44])[S:39]([O:30][C:24]1[CH:25]=[CH:26][C:27]2[C:22](=[CH:21][C:20]([CH2:19][CH:16]3[CH2:17][CH2:18][N:14]([CH:8]4[CH2:9][CH2:10][CH2:11][CH2:12][CH2:13]4)[C:15]3=[O:31])=[CH:29][CH:28]=2)[CH:23]=1)(=[O:41])=[O:40]. The catalyst class is: 20. (3) Reactant: C([N:3]1[CH:7]=[CH:6][N:5]=[CH:4]1)([N:3]1[CH:7]=[CH:6][N:5]=[CH:4]1)=O.[Cl:13][C:14]1[CH:30]=[C:29]([F:31])[C:28]([F:32])=[CH:27][C:15]=1[C:16]([NH:18][C:19]1[NH:23][N:22]=[C:21]([C:24]([OH:26])=[O:25])[CH:20]=1)=[O:17].C(OCC)(=O)C.CCCCCC. Product: [N-:3]1[CH:7]=[CH:6][N:5]=[CH:4]1.[Cl:13][C:14]1[CH:30]=[C:29]([F:31])[C:28]([F:32])=[CH:27][C:15]=1[C:16]([NH:18][C:19]1[NH:23][N:22]=[C:21]([C:24]([OH:26])=[O:25])[CH:20]=1)=[O:17]. The catalyst class is: 30. (4) Reactant: Br[CH2:2][CH2:3][CH2:4][CH2:5][CH2:6][CH2:7][CH2:8][CH2:9][CH2:10][OH:11].FC(F)(F)C(O)=O.[CH:19]([C:22]1[S:23][CH:24]=[C:25]([C:27]([N:29]2[CH2:34][C:33]3([CH2:39][CH2:38][NH:37][CH2:36][CH2:35]3)[O:32][CH2:31][CH2:30]2)=[O:28])[N:26]=1)([CH3:21])[CH3:20].C(N(CC)CC)C. Product: [OH:11][CH2:10][CH2:9][CH2:8][CH2:7][CH2:6][CH2:5][CH2:4][CH2:3][CH2:2][N:37]1[CH2:38][CH2:39][C:33]2([O:32][CH2:31][CH2:30][N:29]([C:27]([C:25]3[N:26]=[C:22]([CH:19]([CH3:20])[CH3:21])[S:23][CH:24]=3)=[O:28])[CH2:34]2)[CH2:35][CH2:36]1. The catalyst class is: 23. (5) The catalyst class is: 2. Reactant: C1C=C(O[C:8](OC2N=CC=CC=2)=[S:9])N=CC=1.[C:17]([C:21]1[CH:28]=[CH:27][C:24]([CH2:25][NH2:26])=[CH:23][CH:22]=1)([CH3:20])([CH3:19])[CH3:18].C(N(CC)CC)C. Product: [C:17]([C:21]1[CH:22]=[CH:23][C:24]([CH2:25][N:26]=[C:8]=[S:9])=[CH:27][CH:28]=1)([CH3:20])([CH3:18])[CH3:19]. (6) Reactant: [ClH:1].[NH2:2][C:3]([CH3:17])([C:13]([F:16])([F:15])[F:14])[CH2:4][NH:5]C(=O)OC(C)(C)C. Product: [ClH:1].[ClH:1].[F:14][C:13]([F:16])([F:15])[C:3]([CH3:17])([NH2:2])[CH2:4][NH2:5]. The catalyst class is: 12. (7) Reactant: CCN(C(C)C)C(C)C.Cl[C:11]1[C:12]2[C:13](=[N:17][N:18]([CH2:20][C:21]3[CH:26]=[CH:25][C:24]([CH2:27][C:28]4[C:29]([O:34][CH3:35])=[N:30][CH:31]=[CH:32][CH:33]=4)=[CH:23][CH:22]=3)[CH:19]=2)[N:14]=[CH:15][N:16]=1.[Cl:36][C:37]1[C:42]([CH2:43][NH2:44])=[C:41]([F:45])[C:40]([O:46][CH3:47])=[CH:39][CH:38]=1.O. Product: [Cl:36][C:37]1[C:42]([CH2:43][NH:44][C:11]2[C:12]3[C:13](=[N:17][N:18]([CH2:20][C:21]4[CH:26]=[CH:25][C:24]([CH2:27][C:28]5[C:29]([O:34][CH3:35])=[N:30][CH:31]=[CH:32][CH:33]=5)=[CH:23][CH:22]=4)[CH:19]=3)[N:14]=[CH:15][N:16]=2)=[C:41]([F:45])[C:40]([O:46][CH3:47])=[CH:39][CH:38]=1. The catalyst class is: 9. (8) Reactant: [C:1]([N@@:20]1[CH2:22][CH:21]1[C:23]([O:25][CH3:26])=[O:24])(C1C=CC=CC=1)(C1C=CC=CC=1)[C:2]1C=CC=CC=1.C(O)(C(F)(F)F)=[O:28].CCN(CC)CC.C(Cl)(C)=O. Product: [C:1]([N@@:20]1[CH2:22][CH:21]1[C:23]([O:25][CH3:26])=[O:24])(=[O:28])[CH3:2]. The catalyst class is: 254.